The task is: Predict the reaction yield, written as a fraction of the theoretical maximum amount of product (1.0 means a 100% yield; for example, 0.34 means a 34% yield).. This data is from Reaction yield outcomes from USPTO patents with 853,638 reactions. (1) The reactants are Cl.O[C:3]1[CH:13]=[C:12]([O:14][CH2:15][CH2:16][O:17][CH2:18][CH2:19][O:20][CH3:21])[CH:11]=[CH:10][C:4]=1C(=N)OCC.Cl.[NH2:23][CH2:24][C:25]([NH:31]Cl)([CH3:30])[C:26]([O:28][CH3:29])=[O:27].CCN(CC)CC.[CH3:40][OH:41]. No catalyst specified. The product is [OH:41][C:40]1[C:12]([O:14][CH2:15][CH2:16][O:17][CH2:18][CH2:19][O:20][CH3:21])=[CH:13][CH:3]=[CH:4][C:10]=1[C:11]1[NH:23][CH2:24][C:25]([CH3:30])([C:26]([O:28][CH3:29])=[O:27])[N:31]=1. The yield is 0.250. (2) The reactants are [N:1]1([C:6]2[N:11]=[CH:10][C:9]([C:12](=[O:14])[CH3:13])=[CH:8][CH:7]=2)[CH:5]=[N:4][CH:3]=[N:2]1.[Cl:15][C:16]1[CH:17]=[C:18]([C:23](=[O:28])[C:24]([F:27])([F:26])[F:25])[CH:19]=[C:20]([Cl:22])[CH:21]=1.C(N(CCCC)CCCC)CCC. The catalyst is C1(C)C=CC=CC=1. The product is [N:1]1([C:6]2[N:11]=[CH:10][C:9]([C:12](=[O:14])[CH2:13][C:23]([C:18]3[CH:19]=[C:20]([Cl:22])[CH:21]=[C:16]([Cl:15])[CH:17]=3)([OH:28])[C:24]([F:27])([F:26])[F:25])=[CH:8][CH:7]=2)[CH:5]=[N:4][CH:3]=[N:2]1. The yield is 0.731. (3) The reactants are ClC1C=C([C:9]2[N:13]3[C:14]4[N:22]=[C:21]([O:23][CH3:24])[CH:20]=[CH:19][C:15]=4[N:16]=[C:17]([CH3:18])[C:12]3=[C:11]([CH3:25])[N:10]=2)C=C(Cl)C=1.[F:26][C:27]1[CH:32]=[CH:31][C:30]([C:33](=[O:36])[NH:34][CH3:35])=[CH:29][C:28]=1B(O)O.C([O-])([O-])=O.[K+].[K+]. The catalyst is C1C=CC([P]([Pd]([P](C2C=CC=CC=2)(C2C=CC=CC=2)C2C=CC=CC=2)([P](C2C=CC=CC=2)(C2C=CC=CC=2)C2C=CC=CC=2)[P](C2C=CC=CC=2)(C2C=CC=CC=2)C2C=CC=CC=2)(C2C=CC=CC=2)C2C=CC=CC=2)=CC=1. The product is [F:26][C:27]1[CH:32]=[CH:31][C:30]([C:33]([NH:34][CH3:35])=[O:36])=[CH:29][C:28]=1[C:9]1[N:13]2[C:14]3[N:22]=[C:21]([O:23][CH3:24])[CH:20]=[CH:19][C:15]=3[N:16]=[C:17]([CH3:18])[C:12]2=[C:11]([CH3:25])[N:10]=1. The yield is 0.990. (4) The reactants are [Cl:1][C:2]1[CH:3]=[CH:4][C:5]2[N:9]=[C:8]([CH:10]([NH:19][C:20](=[O:35])[C:21]3[CH:26]=[CH:25][C:24]([C:27]([N:29]4[CH2:33][CH2:32][CH2:31][CH2:30]4)=[O:28])=[C:23]([CH3:34])[CH:22]=3)[CH2:11][C:12]3[CH:17]=[CH:16][C:15]([OH:18])=[CH:14][CH:13]=3)[NH:7][C:6]=2[CH:36]=1.Br[CH2:38][C:39]([O:41][CH3:42])=[O:40].[C:43](=O)([O-])[O-:44].[K+].[K+].ClCl.ClCCl.[CH2:54]([OH:56])[CH3:55]. The catalyst is CN(C)C=O. The product is [Cl:1][C:2]1[CH:3]=[CH:4][C:5]2[N:9]=[C:8]([CH:10]([NH:19][C:20](=[O:35])[C:21]3[CH:26]=[CH:25][C:24]([C:27]([N:29]4[CH2:33][CH2:32][CH2:31][CH2:30]4)=[O:28])=[C:23]([CH3:34])[CH:22]=3)[CH2:11][C:12]3[CH:13]=[CH:14][C:15]([O:18][CH2:38][C:39]([O:41][CH3:42])=[O:40])=[CH:16][CH:17]=3)[N:7]([CH2:55][C:54]([O:44][CH3:43])=[O:56])[C:6]=2[CH:36]=1. The yield is 0.170. (5) The reactants are [N:1]#[C:2][C@@H:3]([C:5]([O:7][CH2:8][CH3:9])=[O:6])[NH2:4].C(OC(O[CH2:18][CH3:19])OCC)C.[CH2:20]([NH2:22])C. The catalyst is CC#N.Cl.C(OCC)(=O)C. The product is [NH2:1][C:2]1[N:22]([CH2:18][CH3:19])[CH:20]=[N:4][C:3]=1[C:5]([O:7][CH2:8][CH3:9])=[O:6]. The yield is 0.360. (6) The reactants are [C:1]([C:3]1[CH:4]=[C:5]2[C:10](=[CH:11][C:12]=1[OH:13])[N:9]=[CH:8][CH:7]=[C:6]2[O:14][C:15]1[CH:20]=[CH:19][C:18]([NH:21][C:22]([NH:24][CH:25]2[CH2:27][CH2:26]2)=[O:23])=[C:17]([Cl:28])[CH:16]=1)#[N:2].[Br:29][CH2:30][CH2:31][CH2:32]Br. No catalyst specified. The product is [Br:29][CH2:30][CH2:31][CH2:32][O:13][C:12]1[CH:11]=[C:10]2[C:5]([C:6]([O:14][C:15]3[CH:20]=[CH:19][C:18]([NH:21][C:22]([NH:24][CH:25]4[CH2:26][CH2:27]4)=[O:23])=[C:17]([Cl:28])[CH:16]=3)=[CH:7][CH:8]=[N:9]2)=[CH:4][C:3]=1[C:1]#[N:2]. The yield is 0.156.